Predict the reaction yield, written as a fraction of the theoretical maximum amount of product (1.0 means a 100% yield; for example, 0.34 means a 34% yield). From a dataset of Reaction yield outcomes from USPTO patents with 853,638 reactions. (1) The reactants are C([O:8][C:9]1[CH:14]=[C:13]([F:15])[C:12]([N+:16]([O-])=O)=[CH:11][C:10]=1[F:19])C1C=CC=CC=1. The catalyst is CO.[Pd]. The product is [NH2:16][C:12]1[C:13]([F:15])=[CH:14][C:9]([OH:8])=[C:10]([F:19])[CH:11]=1. The yield is 0.990. (2) The reactants are [CH3:1][O:2][C:3](=[O:18])[CH:4]([C:11]1[CH:16]=[CH:15][C:14](I)=[CH:13][CH:12]=1)[CH2:5][CH:6]1[CH2:10][CH2:9][CH2:8][CH2:7]1.[N:19]1[CH:24]=[CH:23][C:22](B(O)O)=[CH:21][CH:20]=1.C(=O)([O-])[O-].[Na+].[Na+]. The catalyst is COCCOC.O.Cl[Pd](Cl)([P](C1C=CC=CC=1)(C1C=CC=CC=1)C1C=CC=CC=1)[P](C1C=CC=CC=1)(C1C=CC=CC=1)C1C=CC=CC=1. The product is [CH3:1][O:2][C:3](=[O:18])[CH:4]([C:11]1[CH:16]=[CH:15][C:14]([C:22]2[CH:23]=[CH:24][N:19]=[CH:20][CH:21]=2)=[CH:13][CH:12]=1)[CH2:5][CH:6]1[CH2:10][CH2:9][CH2:8][CH2:7]1. The yield is 0.280. (3) The reactants are [N:1]1[CH:6]=[CH:5][C:4]([N:7]2[CH2:12][CH2:11][CH:10]([C:13](Cl)=[O:14])[CH2:9][CH2:8]2)=[CH:3][CH:2]=1.[CH2:16]([N:23]1[CH2:28][CH2:27][NH:26][CH2:25][CH:24]1[C:29]([O:31][CH2:32][CH3:33])=[O:30])[C:17]1[CH:22]=[CH:21][CH:20]=[CH:19][CH:18]=1. No catalyst specified. The product is [CH2:16]([N:23]1[CH2:28][CH2:27][N:26]([C:13]([CH:10]2[CH2:11][CH2:12][N:7]([C:4]3[CH:5]=[CH:6][N:1]=[CH:2][CH:3]=3)[CH2:8][CH2:9]2)=[O:14])[CH2:25][CH:24]1[C:29]([O:31][CH2:32][CH3:33])=[O:30])[C:17]1[CH:18]=[CH:19][CH:20]=[CH:21][CH:22]=1. The yield is 0.670. (4) The reactants are [CH2:1]([NH2:5])[CH2:2][CH2:3][CH3:4].[CH3:6][C:7]1[C:11]([N:12]=[C:13]=[O:14])=[C:10]([CH3:15])[O:9][N:8]=1.CC(OC(C)=O)=O.[C:23]([OH:29])(=O)[CH2:24][C:25]([OH:27])=O.[C:30](=[S:32])=[S:31].C(N(CC)CC)C.Br[CH2:41][CH2:42][CH2:43]Br. The catalyst is ClCCl.CCOC(C)=O.O. The product is [CH2:1]([N:5]1[C:23](=[O:29])[C:24](=[C:30]2[S:32][CH2:43][CH2:42][CH2:41][S:31]2)[C:25](=[O:27])[N:12]([C:11]2[C:7]([CH3:6])=[N:8][O:9][C:10]=2[CH3:15])[C:13]1=[O:14])[CH2:2][CH2:3][CH3:4]. The yield is 0.580. (5) The reactants are CO[C:3](=[O:30])[C:4]1[CH:9]=[C:8]([CH:10]2[CH2:14][CH2:13][O:12][CH2:11]2)[C:7]([C:15]([F:18])([F:17])[F:16])=[CH:6][C:5]=1[NH:19][C:20](OC1C=CC(Cl)=CC=1)=[O:21].[CH3:31][S:32]([NH:35][NH2:36])(=[O:34])=[O:33].CCN(C(C)C)C(C)C. The catalyst is O1CCOCC1. The product is [O:21]=[C:20]1[N:36]([NH:35][S:32]([CH3:31])(=[O:34])=[O:33])[C:3](=[O:30])[C:4]2[C:5](=[CH:6][C:7]([C:15]([F:18])([F:17])[F:16])=[C:8]([CH:10]3[CH2:14][CH2:13][O:12][CH2:11]3)[CH:9]=2)[NH:19]1. The yield is 0.700.